This data is from Catalyst prediction with 721,799 reactions and 888 catalyst types from USPTO. The task is: Predict which catalyst facilitates the given reaction. (1) The catalyst class is: 7. Reactant: [O:1]1[CH2:5][CH2:4][CH2:3][C@@H:2]1[CH2:6][N:7]1[C:15]2[C:10](=[CH:11][CH:12]=[CH:13][CH:14]=2)[C:9]2([C:19]3[CH:20]=[CH:21][C:22]([O:24][Si](C(C)C)(C(C)C)C(C)C)=[CH:23][C:18]=3[O:17][CH2:16]2)[C:8]1=[O:35].[F-].C([N+](CCCC)(CCCC)CCCC)CCC. Product: [OH:24][C:22]1[CH:21]=[CH:20][C:19]2[C:9]3([CH2:16][O:17][C:18]=2[CH:23]=1)[C:10]1[C:15](=[CH:14][CH:13]=[CH:12][CH:11]=1)[N:7]([CH2:6][C@H:2]1[CH2:3][CH2:4][CH2:5][O:1]1)[C:8]3=[O:35]. (2) Product: [C:1]([C:9]1[CH:36]=[CH:35][C:12]([O:13][CH2:14][C:15]2[CH:34]=[CH:33][C:18]([O:19][CH2:20][C:21]3[N:22]=[C:23]([C:27]4[CH:32]=[CH:31][CH:30]=[CH:29][CH:28]=4)[O:24][C:25]=3[CH3:26])=[CH:17][CH:16]=2)=[CH:11][C:10]=1[O:37][CH2:46][C:47]([O:49][CH3:50])=[O:48])(=[O:8])[C:2]1[CH:7]=[CH:6][CH:5]=[CH:4][CH:3]=1. Reactant: [C:1]([C:9]1[CH:36]=[CH:35][C:12]([O:13][CH2:14][C:15]2[CH:34]=[CH:33][C:18]([O:19][CH2:20][C:21]3[N:22]=[C:23]([C:27]4[CH:32]=[CH:31][CH:30]=[CH:29][CH:28]=4)[O:24][C:25]=3[CH3:26])=[CH:17][CH:16]=2)=[CH:11][C:10]=1[OH:37])(=[O:8])[C:2]1[CH:7]=[CH:6][CH:5]=[CH:4][CH:3]=1.CN(C)C=O.[H-].[Na+].Br[CH2:46][C:47]([O:49][CH3:50])=[O:48]. The catalyst class is: 6.